Dataset: Forward reaction prediction with 1.9M reactions from USPTO patents (1976-2016). Task: Predict the product of the given reaction. (1) Given the reactants F[C:2]1[C:7]([N+:8]([O-:10])=[O:9])=[CH:6][C:5]([NH:11][C:12]2[N:17]=[C:16]([C:18]3[C:26]4[C:21](=[CH:22][CH:23]=[CH:24][CH:25]=4)[N:20]([CH3:27])[CH:19]=3)[CH:15]=[CH:14][N:13]=2)=[C:4]([O:28][CH3:29])[CH:3]=1.[CH3:30][N:31]([CH3:37])[C@H:32]1[CH2:36][CH2:35][NH:34][CH2:33]1.CCN(C(C)C)C(C)C, predict the reaction product. The product is: [CH3:30][N:31]([CH3:37])[C@H:32]1[CH2:36][CH2:35][N:34]([C:2]2[C:7]([N+:8]([O-:10])=[O:9])=[CH:6][C:5]([NH:11][C:12]3[N:17]=[C:16]([C:18]4[C:26]5[C:21](=[CH:22][CH:23]=[CH:24][CH:25]=5)[N:20]([CH3:27])[CH:19]=4)[CH:15]=[CH:14][N:13]=3)=[C:4]([O:28][CH3:29])[CH:3]=2)[CH2:33]1. (2) Given the reactants Cl.[CH:2]([C@:5]1([C:11]([N:13]2[CH2:18][CH:17]=[C:16]([C:19]3[CH:24]=[CH:23][CH:22]=[CH:21][CH:20]=3)[CH2:15][CH2:14]2)=[O:12])[CH2:9][CH2:8][C@@H:7]([NH2:10])[CH2:6]1)([CH3:4])[CH3:3].[O:25]1[CH2:30][CH2:29][C:28](=O)[CH2:27][CH2:26]1.C([N:34](CC)CC)C.[C:39](O[BH-](OC(=O)C)OC(=O)C)(=[O:41])C.[Na+].C([O-])(O)=O.[Na+], predict the reaction product. The product is: [NH4+:10].[OH-:12].[NH4+:34].[OH-:25].[CH3:39][OH:41].[CH:2]([C@:5]1([C:11]([N:13]2[CH2:14][CH:15]=[C:16]([C:19]3[CH:20]=[CH:21][CH:22]=[CH:23][CH:24]=3)[CH2:17][CH2:18]2)=[O:12])[CH2:9][CH2:8][C@@H:7]([NH:10][CH:28]2[CH2:29][CH2:30][O:25][CH2:26][CH2:27]2)[CH2:6]1)([CH3:4])[CH3:3]. (3) Given the reactants [Cl:1][C:2]1[CH:7]=[CH:6][C:5]([C:8]2[CH:13]=[C:12]([CH:14]3[CH2:16][CH2:15]3)[N:11]3[N:17]=[CH:18][C:19]([C:20]#[CH:21])=[C:10]3[N:9]=2)=[CH:4][CH:3]=1.[OH:22][CH2:23][C:24]([NH:28][S:29]([C:32]1[CH:33]=[N:34][CH:35]=[C:36](Br)[CH:37]=1)(=[O:31])=[O:30])([CH2:26][OH:27])[CH3:25], predict the reaction product. The product is: [OH:22][CH2:23][C:24]([NH:28][S:29]([C:32]1[CH:33]=[N:34][CH:35]=[C:36]([C:21]#[C:20][C:19]2[CH:18]=[N:17][N:11]3[C:12]([CH:14]4[CH2:16][CH2:15]4)=[CH:13][C:8]([C:5]4[CH:6]=[CH:7][C:2]([Cl:1])=[CH:3][CH:4]=4)=[N:9][C:10]=23)[CH:37]=1)(=[O:31])=[O:30])([CH2:26][OH:27])[CH3:25]. (4) Given the reactants [C:1](=O)([O-])[OH:2].[Na+].[F:6][C:7]([F:16])([F:15])[C:8]1[CH:9]=[C:10]([CH:12]=[CH:13][CH:14]=1)[NH2:11].C[CH:18]([C:22](Cl)=O)[C:19](Cl)=[O:20].[OH2:25], predict the reaction product. The product is: [O:25]=[C:22]([NH:11][C:10]1[CH:12]=[CH:13][CH:14]=[C:8]([C:7]([F:15])([F:16])[F:6])[CH:9]=1)[CH2:18][C:19]([O:2][CH3:1])=[O:20].